From a dataset of Full USPTO retrosynthesis dataset with 1.9M reactions from patents (1976-2016). Predict the reactants needed to synthesize the given product. (1) The reactants are: [F:1][C:2]1[C:7]([OH:8])=[CH:6][CH:5]=[CH:4][C:3]=1[CH2:9][NH:10][C:11]([C:13]1[CH:14]=[C:15]2[C:20](=[CH:21][CH:22]=1)[N:19]=[CH:18][CH:17]=[CH:16]2)=[O:12].Br[CH2:24][CH2:25][CH2:26][CH:27]=[CH2:28].CN(C=O)C.C(=O)([O-])[O-].[Cs+].[Cs+]. Given the product [F:1][C:2]1[C:7]([O:8][CH2:28][CH2:27][CH2:26][CH:25]=[CH2:24])=[CH:6][CH:5]=[CH:4][C:3]=1[CH2:9][NH:10][C:11]([C:13]1[CH:14]=[C:15]2[C:20](=[CH:21][CH:22]=1)[N:19]=[CH:18][CH:17]=[CH:16]2)=[O:12], predict the reactants needed to synthesize it. (2) Given the product [Br:16][C:12]1[C:11]([O:17][C:18]2[CH:23]=[CH:22][C:21]([C:24]([F:25])([F:26])[F:27])=[CH:20][N:19]=2)=[C:10]([CH2:9][CH2:8][NH2:7])[CH:15]=[CH:14][CH:13]=1, predict the reactants needed to synthesize it. The reactants are: C(OC(=O)[NH:7][CH2:8][CH2:9][C:10]1[CH:15]=[CH:14][CH:13]=[C:12]([Br:16])[C:11]=1[O:17][C:18]1[CH:23]=[CH:22][C:21]([C:24]([F:27])([F:26])[F:25])=[CH:20][N:19]=1)(C)(C)C.C(O)(C(F)(F)F)=O.